From a dataset of Forward reaction prediction with 1.9M reactions from USPTO patents (1976-2016). Predict the product of the given reaction. (1) Given the reactants [CH3:1][N:2]([CH3:17])[CH:3]1[CH2:7][CH2:6][N:5]([C:8]2[CH:13]=[CH:12][C:11]([N+:14]([O-])=O)=[CH:10][CH:9]=2)[CH2:4]1.[H][H], predict the reaction product. The product is: [NH2:14][C:11]1[CH:12]=[CH:13][C:8]([N:5]2[CH2:6][CH2:7][CH:3]([N:2]([CH3:17])[CH3:1])[CH2:4]2)=[CH:9][CH:10]=1. (2) Given the reactants [C:1]([O:4][CH:5]1[O:18][C@H:17]([CH2:19][O:20][C:21](=[O:23])[CH3:22])[C@H:12]([O:13][C:14](=[O:16])[CH3:15])[C@H:11]([N:24]=[N+:25]=[N-:26])[C@H:6]1[O:7][C:8](=[O:10])[CH3:9])(=[O:3])[CH3:2].[C:27]([O:31][CH3:32])(=[O:30])[C:28]#[CH:29].C(N(C(C)C)CC)(C)C, predict the reaction product. The product is: [C:1]([O:4][CH:5]1[O:18][C@H:17]([CH2:19][O:20][C:21](=[O:23])[CH3:22])[C@H:12]([O:13][C:14](=[O:16])[CH3:15])[C@H:11]([N:24]2[CH:29]=[C:28]([C:27]([O:31][CH3:32])=[O:30])[N:26]=[N:25]2)[C@H:6]1[O:7][C:8](=[O:10])[CH3:9])(=[O:3])[CH3:2]. (3) Given the reactants [Br:1][C:2]1[CH:11]=[C:10]2[C:5]([C:6](=[O:21])[N:7]([CH2:14][CH:15]3[CH2:20][CH2:19][CH2:18][CH2:17][NH:16]3)[C:8]([CH2:12]Cl)=[N:9]2)=[CH:4][CH:3]=1.C([O-])([O-])=O.[K+].[K+], predict the reaction product. The product is: [Br:1][C:2]1[CH:11]=[C:10]2[C:5]([C:6](=[O:21])[N:7]3[CH2:14][CH:15]4[CH2:20][CH2:19][CH2:18][CH2:17][N:16]4[CH2:12][C:8]3=[N:9]2)=[CH:4][CH:3]=1. (4) Given the reactants C([O:8][N:9]([CH:21]=[O:22])[CH2:10][C@@H:11]([CH2:15][CH:16]1[CH2:20][CH2:19][CH2:18][CH2:17]1)[C:12]([OH:14])=O)C1C=CC=CC=1.Cl.C(OC(=O)[N:33]([CH:45]1[CH2:50][CH2:49][N:48]([C:51](=[O:58])[C@@H:52]([NH2:57])[C:53]([CH3:56])([CH3:55])[CH3:54])[CH2:47][CH2:46]1)[CH2:34][C:35]1[CH:40]=[CH:39][C:38](OC)=[CH:37]C=1OC)C1C=CC=CC=1, predict the reaction product. The product is: [CH:16]1([CH2:15][C@H:11]([CH2:10][N:9]([CH:21]=[O:22])[OH:8])[C:12]([NH:57][C@H:52]([C:51]([N:48]2[CH2:47][CH2:46][CH:45]([NH:33][C:34]3[CH:35]=[CH:40][CH:39]=[CH:38][CH:37]=3)[CH2:50][CH2:49]2)=[O:58])[C:53]([CH3:54])([CH3:55])[CH3:56])=[O:14])[CH2:17][CH2:18][CH2:19][CH2:20]1.